Binary Classification. Given a drug SMILES string, predict its activity (active/inactive) in a high-throughput screening assay against a specified biological target. From a dataset of Tyrosyl-DNA phosphodiesterase HTS with 341,365 compounds. The drug is O=C(N1CCN(C(c2n(nnn2)C(C)(C)C)c2ccc(N(C)C)cc2)CC1)c1occc1. The result is 0 (inactive).